From a dataset of Reaction yield outcomes from USPTO patents with 853,638 reactions. Predict the reaction yield, written as a fraction of the theoretical maximum amount of product (1.0 means a 100% yield; for example, 0.34 means a 34% yield). The reactants are [C:1](=[O:22])(OC1C=CC([N+]([O-])=O)=CC=1)[O:2][CH2:3][CH2:4][N:5]1[CH2:10][CH2:9][N:8]([CH3:11])[CH2:7][CH2:6]1.CCN(C(C)C)C(C)C.[NH:32]1[C:41]2[C:36](=[CH:37][CH:38]=[CH:39][CH:40]=2)[CH2:35][CH2:34][CH2:33]1. The catalyst is CN(C=O)C. The product is [N:32]1([C:1]([O:2][CH2:3][CH2:4][N:5]2[CH2:6][CH2:7][N:8]([CH3:11])[CH2:9][CH2:10]2)=[O:22])[C:41]2[C:36](=[CH:37][CH:38]=[CH:39][CH:40]=2)[CH2:35][CH2:34][CH2:33]1. The yield is 0.0900.